From a dataset of Full USPTO retrosynthesis dataset with 1.9M reactions from patents (1976-2016). Predict the reactants needed to synthesize the given product. (1) Given the product [Cl:23][C:20]1[CH:21]=[CH:22][C:17]([C:16]([CH:13]2[CH2:14][CH2:15][N:10]([C:8]([C:5]3[CH:6]=[CH:7][C:2]([N:29]4[CH2:33][CH2:32][CH2:31][C:30]4=[O:34])=[CH:3][C:4]=3[S:25]([CH3:28])(=[O:27])=[O:26])=[O:9])[CH2:11][CH2:12]2)=[O:24])=[CH:18][CH:19]=1, predict the reactants needed to synthesize it. The reactants are: Br[C:2]1[CH:7]=[CH:6][C:5]([C:8]([N:10]2[CH2:15][CH2:14][CH:13]([C:16](=[O:24])[C:17]3[CH:22]=[CH:21][C:20]([Cl:23])=[CH:19][CH:18]=3)[CH2:12][CH2:11]2)=[O:9])=[C:4]([S:25]([CH3:28])(=[O:27])=[O:26])[CH:3]=1.[NH:29]1[CH2:33][CH2:32][CH2:31][C:30]1=[O:34].C(=O)([O-])[O-].[K+].[K+].CNCCNC. (2) Given the product [F:1][C:2]1[C:10]2[C:6](=[C:7]([C:11]3[CH:16]=[CH:15][C:14]([O:17][CH3:18])=[CH:13][C:12]=3[CH3:19])[N:8]([CH2:23][CH2:24][CH3:25])[N:9]=2)[CH:5]=[CH:4][CH:3]=1, predict the reactants needed to synthesize it. The reactants are: [F:1][C:2]1[CH:3]=[CH:4][CH:5]=[C:6]2[C:10]=1[NH:9][N:8]=[C:7]2[C:11]1[CH:16]=[CH:15][C:14]([O:17][CH3:18])=[CH:13][C:12]=1[CH3:19].[H-].[Na+].I[CH2:23][CH2:24][CH3:25].